The task is: Regression. Given two drug SMILES strings and cell line genomic features, predict the synergy score measuring deviation from expected non-interaction effect.. This data is from NCI-60 drug combinations with 297,098 pairs across 59 cell lines. (1) Drug 1: CC1C(C(CC(O1)OC2CC(CC3=C2C(=C4C(=C3O)C(=O)C5=C(C4=O)C(=CC=C5)OC)O)(C(=O)C)O)N)O.Cl. Drug 2: C1=NC2=C(N=C(N=C2N1C3C(C(C(O3)CO)O)F)Cl)N. Cell line: MOLT-4. Synergy scores: CSS=75.2, Synergy_ZIP=0.185, Synergy_Bliss=0.547, Synergy_Loewe=-3.63, Synergy_HSA=1.42. (2) Drug 1: C1=C(C(=O)NC(=O)N1)N(CCCl)CCCl. Drug 2: CS(=O)(=O)CCNCC1=CC=C(O1)C2=CC3=C(C=C2)N=CN=C3NC4=CC(=C(C=C4)OCC5=CC(=CC=C5)F)Cl. Cell line: OVCAR-8. Synergy scores: CSS=30.0, Synergy_ZIP=7.16, Synergy_Bliss=9.37, Synergy_Loewe=6.00, Synergy_HSA=10.1. (3) Drug 1: CC1C(C(CC(O1)OC2CC(CC3=C2C(=C4C(=C3O)C(=O)C5=C(C4=O)C(=CC=C5)OC)O)(C(=O)CO)O)N)O.Cl. Drug 2: CC1=C(N=C(N=C1N)C(CC(=O)N)NCC(C(=O)N)N)C(=O)NC(C(C2=CN=CN2)OC3C(C(C(C(O3)CO)O)O)OC4C(C(C(C(O4)CO)O)OC(=O)N)O)C(=O)NC(C)C(C(C)C(=O)NC(C(C)O)C(=O)NCCC5=NC(=CS5)C6=NC(=CS6)C(=O)NCCC[S+](C)C)O. Cell line: U251. Synergy scores: CSS=48.4, Synergy_ZIP=-4.76, Synergy_Bliss=-3.00, Synergy_Loewe=2.55, Synergy_HSA=5.71. (4) Drug 1: CCCCCOC(=O)NC1=NC(=O)N(C=C1F)C2C(C(C(O2)C)O)O. Drug 2: C1CN(CCN1C(=O)CCBr)C(=O)CCBr. Cell line: OVCAR-5. Synergy scores: CSS=19.2, Synergy_ZIP=-5.79, Synergy_Bliss=-1.39, Synergy_Loewe=9.11, Synergy_HSA=3.29. (5) Drug 1: C1=NC(=NC(=O)N1C2C(C(C(O2)CO)O)O)N. Drug 2: CCN(CC)CCCC(C)NC1=C2C=C(C=CC2=NC3=C1C=CC(=C3)Cl)OC. Cell line: CCRF-CEM. Synergy scores: CSS=50.4, Synergy_ZIP=-2.60, Synergy_Bliss=-2.99, Synergy_Loewe=-1.96, Synergy_HSA=0.981.